Dataset: Reaction yield outcomes from USPTO patents with 853,638 reactions. Task: Predict the reaction yield, written as a fraction of the theoretical maximum amount of product (1.0 means a 100% yield; for example, 0.34 means a 34% yield). (1) The reactants are [Br:1][C:2]1[CH:3]=[C:4]([N:8]2[C:16]3[C:11](=[CH:12][C:13]([CH2:17]Cl)=[CH:14][CH:15]=3)[C:10]([C:19]([O:21][CH3:22])=[O:20])=[N:9]2)[CH:5]=[CH:6][CH:7]=1.[NH:23]1[CH2:27][CH2:26][CH2:25][CH2:24]1.ClCCl. No catalyst specified. The product is [Br:1][C:2]1[CH:3]=[C:4]([N:8]2[C:16]3[C:11](=[CH:12][C:13]([CH2:17][N:23]4[CH2:27][CH2:26][CH2:25][CH2:24]4)=[CH:14][CH:15]=3)[C:10]([C:19]([O:21][CH3:22])=[O:20])=[N:9]2)[CH:5]=[CH:6][CH:7]=1. The yield is 0.780. (2) The reactants are C([O:3][C:4]([C:6]1[C:10]([C:11]2[CH:16]=[CH:15][CH:14]=[CH:13][CH:12]=2)=[C:9]([CH:17]=[O:18])[NH:8][C:7]=1[CH3:19])=[O:5])C.CO.[OH-].[K+]. The catalyst is O. The product is [CH:17]([C:9]1[NH:8][C:7]([CH3:19])=[C:6]([C:4]([OH:5])=[O:3])[C:10]=1[C:11]1[CH:16]=[CH:15][CH:14]=[CH:13][CH:12]=1)=[O:18]. The yield is 0.520. (3) The reactants are C([O:4][C@@H:5]1[C@@H:10]([O:11]C(=O)C)[C@@H:9]([O:15]C(=O)C)[C@@H:8]([CH2:19][O:20]C(=O)C)[O:7][C@:6]21[C:31]1[C:26](=[CH:27][C:28]([C:41]#[C:42][Si](C)(C)C)=[C:29]([CH2:32][C:33]3[CH:38]=[CH:37][C:36]([CH2:39][CH3:40])=[CH:35][CH:34]=3)[CH:30]=1)[CH2:25][O:24]2)(=O)C.C(=O)([O-])[O-].[K+].[K+]. The catalyst is CO. The product is [CH2:39]([C:36]1[CH:37]=[CH:38][C:33]([CH2:32][C:29]2[CH:30]=[C:31]3[C:26]([CH2:25][O:24][C@:6]43[C@H:5]([OH:4])[C@@H:10]([OH:11])[C@H:9]([OH:15])[C@@H:8]([CH2:19][OH:20])[O:7]4)=[CH:27][C:28]=2[C:41]#[CH:42])=[CH:34][CH:35]=1)[CH3:40]. The yield is 0.360. (4) The reactants are [CH3:1][C:2]1[C:6]([C:7]([NH:9][N:10]2[CH2:15][CH2:14][CH2:13][CH2:12][CH2:11]2)=[O:8])=[N:5][N:4]([C:16]2[CH:17]=[CH:18][C:19]([Cl:23])=[CH:20][C:21]=2[Cl:22])[C:3]=1[C:24]1[CH:25]=[CH:26][C:27]([Cl:30])=[CH:28][CH:29]=1.C[Si](C)(C)[Cl:33].Cl[SiH3]. The catalyst is C(OCC)(=O)C.CO. The product is [CH3:1][C:2]1[C:6]([C:7]([NH:9][N:10]2[CH2:11][CH2:12][CH2:13][CH2:14][CH2:15]2)=[O:8])=[N:5][N:4]([C:16]2[CH:17]=[CH:18][C:19]([Cl:23])=[CH:20][C:21]=2[Cl:22])[C:3]=1[C:24]1[CH:25]=[CH:26][C:27]([Cl:30])=[CH:28][CH:29]=1.[ClH:33]. The yield is 0.881.